Dataset: Forward reaction prediction with 1.9M reactions from USPTO patents (1976-2016). Task: Predict the product of the given reaction. (1) Given the reactants [Cl:1][C:2]1[CH:7]=[C:6](F)[CH:5]=[CH:4][C:3]=1[S:9]([C@H:12]1[CH2:16][N:15]([C:17]2[N:21]([CH:22]3[CH2:27][CH2:26][O:25][CH2:24][CH2:23]3)[N:20]=[C:19]([CH3:28])[CH:18]=2)[C@H:14]([C:29]([NH:31][C:32]2([C:35]#[N:36])[CH2:34][CH2:33]2)=[O:30])[CH2:13]1)(=[O:11])=[O:10].[NH:37]1[CH:41]=[CH:40][CH:39]=[N:38]1, predict the reaction product. The product is: [C:35]([C:32]1([NH:31][C:29]([CH:14]2[CH2:13][CH:12]([S:9]([C:3]3[CH:4]=[CH:5][C:6]([N:37]4[CH:41]=[CH:40][CH:39]=[N:38]4)=[CH:7][C:2]=3[Cl:1])(=[O:11])=[O:10])[CH2:16][N:15]2[C:17]2[N:21]([CH:22]3[CH2:27][CH2:26][O:25][CH2:24][CH2:23]3)[N:20]=[C:19]([CH3:28])[CH:18]=2)=[O:30])[CH2:34][CH2:33]1)#[N:36]. (2) Given the reactants ON1C2C=CC=CC=2N=N1.[Cl:11][C:12]1[CH:13]=[C:14]2[C:18](=[CH:19][CH:20]=1)[NH:17][CH:16]=[C:15]2[CH:21]1[CH2:26][CH2:25][NH:24][CH2:23][CH2:22]1.CN1CCOCC1.[CH3:34][N:35]([CH3:52])[C:36]1([C:46]2[CH:51]=[CH:50][CH:49]=[CH:48][CH:47]=2)[CH2:41][CH2:40][C:39](=[CH:42][C:43](O)=[O:44])[CH2:38][CH2:37]1.C1(N=C=NC2CCCCC2)CCCCC1.C(NC1CCCCC1)(NC1CCCCC1)=O.[OH-].[Na+], predict the reaction product. The product is: [Cl:11][C:12]1[CH:13]=[C:14]2[C:18](=[CH:19][CH:20]=1)[NH:17][CH:16]=[C:15]2[CH:21]1[CH2:26][CH2:25][N:24]([C:43](=[O:44])[CH:42]=[C:39]2[CH2:38][CH2:37][C:36]([N:35]([CH3:52])[CH3:34])([C:46]3[CH:47]=[CH:48][CH:49]=[CH:50][CH:51]=3)[CH2:41][CH2:40]2)[CH2:23][CH2:22]1. (3) Given the reactants C(OC([N:8]1[CH2:13][CH2:12][CH2:11][C@H:10]([N:14]2[C:23]3[C:18](=[CH:19][C:20]([C:24]4[CH:25]=[N:26][C:27]([NH:39][C:40]([NH:42][CH2:43][CH3:44])=[O:41])=[CH:28][C:29]=4[C:30]4[S:31][CH:32]=[C:33]([C:35]([F:38])([F:37])[F:36])[N:34]=4)=[CH:21][CH:22]=3)[C:17](=[O:45])[C:16]([C:46]([O:48][CH2:49][CH3:50])=[O:47])=[CH:15]2)[CH2:9]1)=O)(C)(C)C.Cl.O1CCOCC1.C([O-])(O)=O.[Na+], predict the reaction product. The product is: [CH2:43]([NH:42][C:40](=[O:41])[NH:39][C:27]1[N:26]=[CH:25][C:24]([C:20]2[CH:19]=[C:18]3[C:23](=[CH:22][CH:21]=2)[N:14]([C@H:10]2[CH2:11][CH2:12][CH2:13][NH:8][CH2:9]2)[CH:15]=[C:16]([C:46]([O:48][CH2:49][CH3:50])=[O:47])[C:17]3=[O:45])=[C:29]([C:30]2[S:31][CH:32]=[C:33]([C:35]([F:38])([F:37])[F:36])[N:34]=2)[CH:28]=1)[CH3:44]. (4) The product is: [Cl:19][C:20]1[CH:27]=[CH:26][CH:25]=[CH:24][C:21]=1[CH:22]([N:6]1[CH2:7][CH2:8][C:9]2[S:1][CH:2]=[CH:3][C:4]=2[CH2:5]1)[N:10]1[C:14]2[CH:15]=[CH:16][CH:17]=[CH:18][C:13]=2[N:12]=[N:11]1. Given the reactants [S:1]1[C:9]2[CH2:8][CH2:7][NH:6][CH2:5][C:4]=2[CH:3]=[CH:2]1.[NH:10]1[C:14]2[CH:15]=[CH:16][CH:17]=[CH:18][C:13]=2[N:12]=[N:11]1.[Cl:19][C:20]1[CH:27]=[CH:26][CH:25]=[CH:24][C:21]=1[CH:22]=O, predict the reaction product.